This data is from Catalyst prediction with 721,799 reactions and 888 catalyst types from USPTO. The task is: Predict which catalyst facilitates the given reaction. (1) Reactant: [CH3:1][O:2][C:3]1[CH:8]=[CH:7][C:6]([NH2:9])=[CH:5][CH:4]=1.[CH2:10]([O:12][C:13]([C:15]1[CH:16]=[N:17][C:18]2[C:23]([C:24]=1Cl)=[CH:22][C:21]([Br:26])=[CH:20][CH:19]=2)=[O:14])[CH3:11]. Product: [Br:26][C:21]1[CH:22]=[C:23]2[C:18](=[CH:19][CH:20]=1)[N:17]=[CH:16][C:15]([C:13]([O:12][CH2:10][CH3:11])=[O:14])=[C:24]2[NH:9][C:6]1[CH:7]=[CH:8][C:3]([O:2][CH3:1])=[CH:4][CH:5]=1. The catalyst class is: 12. (2) Reactant: [C:1](N1C=CN=C1)([N:3]1C=CN=C1)=O.[NH:13]1[C:21]2[C:16](=[CH:17][CH:18]=[CH:19][CH:20]=2)[C:15]([S:22][C:23]2[CH:31]=[CH:30][CH:29]=[CH:28][C:24]=2[C:25](O)=[O:26])=[CH:14]1.CN. Product: [NH:13]1[C:21]2[C:16](=[CH:17][CH:18]=[CH:19][CH:20]=2)[C:15]([S:22][C:23]2[CH:31]=[CH:30][CH:29]=[CH:28][C:24]=2[C:25]([NH:3][CH3:1])=[O:26])=[CH:14]1. The catalyst class is: 1. (3) Reactant: [CH3:1][O:2][C:3]1[CH:4]=[CH:5][C:6]2[NH:12][C:11](=[O:13])[N:10]([CH:14]3[CH2:19][CH2:18][NH:17][CH2:16][CH2:15]3)[CH2:9][CH2:8][C:7]=2[CH:20]=1.Cl[C:22]1[N:27]=[CH:26][N:25]=[C:24]([O:28][C:29]2[CH:30]=[C:31]([CH3:39])[C:32]3[N:36]=[C:35]([CH3:37])[NH:34][C:33]=3[CH:38]=2)[CH:23]=1.CCN(C(C)C)C(C)C. Product: [CH3:37][C:35]1[NH:34][C:33]2[CH:38]=[C:29]([O:28][C:24]3[N:25]=[CH:26][N:27]=[C:22]([N:17]4[CH2:18][CH2:19][CH:14]([N:10]5[CH2:9][CH2:8][C:7]6[CH:20]=[C:3]([O:2][CH3:1])[CH:4]=[CH:5][C:6]=6[NH:12][C:11]5=[O:13])[CH2:15][CH2:16]4)[CH:23]=3)[CH:30]=[C:31]([CH3:39])[C:32]=2[N:36]=1. The catalyst class is: 3. (4) The catalyst class is: 7. Product: [Cl:1][C:2]1[CH:7]=[CH:6][N:5]=[C:4]([C:8]2[CH:13]=[C:12]([OH:14])[CH:11]=[C:10]([CH2:15][N:26]([CH2:25][C:21]3[CH:20]=[C:19]([N:18]([CH3:17])[CH3:28])[CH:24]=[CH:23][N:22]=3)[CH3:27])[N:9]=2)[CH:3]=1. Reactant: [Cl:1][C:2]1[CH:7]=[CH:6][N:5]=[C:4]([C:8]2[CH:13]=[C:12]([OH:14])[CH:11]=[C:10]([CH2:15]Cl)[N:9]=2)[CH:3]=1.[CH3:17][N:18]([CH3:28])[C:19]1[CH:24]=[CH:23][N:22]=[C:21]([CH2:25][NH:26][CH3:27])[CH:20]=1.C(N(CC)CC)C.